Dataset: Forward reaction prediction with 1.9M reactions from USPTO patents (1976-2016). Task: Predict the product of the given reaction. (1) Given the reactants [N:1]1[CH:6]=[CH:5][CH:4]=[CH:3][C:2]=1[C:7]([C:9]1[N:18]=[CH:17][CH:16]=[CH:15][C:10]=1[C:11]([O:13]C)=O)=O.Cl.Cl.[CH2:21]([NH:28][NH2:29])[C:22]1[CH:27]=[CH:26][CH:25]=[CH:24][CH:23]=1.C(N(C(C)C)CC)(C)C.C(O)(=O)C, predict the reaction product. The product is: [CH2:21]([N:28]1[C:11](=[O:13])[C:10]2[CH:15]=[CH:16][CH:17]=[N:18][C:9]=2[C:7]([C:2]2[CH:3]=[CH:4][CH:5]=[CH:6][N:1]=2)=[N:29]1)[C:22]1[CH:27]=[CH:26][CH:25]=[CH:24][CH:23]=1. (2) Given the reactants [CH:1]1[C:9]2[C:8]3[CH:10]=[CH:11][CH:12]=[CH:13][C:7]=3[O:6][C:5]=2[C:4](B(O)O)=[CH:3][CH:2]=1.Br[C:18]1[CH:23]=[CH:22][C:21]([N+:24]([O-:26])=[O:25])=[CH:20][CH:19]=1.C(=O)([O-])[O-].[Na+].[Na+], predict the reaction product. The product is: [N+:24]([C:21]1[CH:22]=[CH:23][C:18]([C:4]2[C:5]3[O:6][C:7]4[CH:13]=[CH:12][CH:11]=[CH:10][C:8]=4[C:9]=3[CH:1]=[CH:2][CH:3]=2)=[CH:19][CH:20]=1)([O-:26])=[O:25]. (3) Given the reactants [Si:1]([O:8][C:9]1[CH:14]=[C:13]([CH3:15])[C:12]([C:16]2[CH:21]=[CH:20][CH:19]=[C:18]([CH:22]=[O:23])[CH:17]=2)=[C:11]([CH3:24])[C:10]=1[Cl:25])([C:4]([CH3:7])([CH3:6])[CH3:5])([CH3:3])[CH3:2].CO.[BH4-].[Na+].O, predict the reaction product. The product is: [Si:1]([O:8][C:9]1[CH:14]=[C:13]([CH3:15])[C:12]([C:16]2[CH:21]=[CH:20][CH:19]=[C:18]([CH2:22][OH:23])[CH:17]=2)=[C:11]([CH3:24])[C:10]=1[Cl:25])([C:4]([CH3:5])([CH3:7])[CH3:6])([CH3:3])[CH3:2]. (4) Given the reactants [C:1]1([S:7]([N:10]2[C:14]3=[N:15][CH:16]=[CH:17][CH:18]=[C:13]3[CH:12]=[C:11]2[C:19](OS(C2C=CC(C)=CC=2)(=O)=O)=[CH:20][CH:21]2[CH2:25][CH2:24][CH2:23][O:22]2)(=[O:9])=[O:8])[CH:6]=[CH:5][CH:4]=[CH:3][CH:2]=1.[CH3:37][S:38]([C:41]1[CH:46]=[CH:45][C:44](B(O)O)=[CH:43][CH:42]=1)(=[O:40])=[O:39].C(=O)([O-])[O-].[Na+].[Na+], predict the reaction product. The product is: [C:1]1([S:7]([N:10]2[C:14]3=[N:15][CH:16]=[CH:17][CH:18]=[C:13]3[CH:12]=[C:11]2[C:19]([C:44]2[CH:45]=[CH:46][C:41]([S:38]([CH3:37])(=[O:40])=[O:39])=[CH:42][CH:43]=2)=[CH:20][CH:21]2[CH2:25][CH2:24][CH2:23][O:22]2)(=[O:8])=[O:9])[CH:6]=[CH:5][CH:4]=[CH:3][CH:2]=1. (5) Given the reactants Cl.[CH3:2][N:3]1[CH2:9][C:8]2[CH:10]=[C:11](/[CH:14]=[CH:15]/[C:16]([OH:18])=O)[CH:12]=[N:13][C:7]=2[NH:6][C:5](=[O:19])[CH2:4]1.[CH3:20][NH:21][CH2:22][C:23]1[CH:32]=[CH:31][C:30]2[C:25](=[CH:26][CH:27]=[CH:28][CH:29]=2)[C:24]=1[CH2:33][CH2:34][CH3:35].C(N(C(C)C)CC)(C)C.O.ON1C2C=CC=CC=2N=N1.Cl.CN(C)CCCN=C=NCC, predict the reaction product. The product is: [CH3:20][N:21]([CH2:22][C:23]1[CH:32]=[CH:31][C:30]2[C:25](=[CH:26][CH:27]=[CH:28][CH:29]=2)[C:24]=1[CH2:33][CH2:34][CH3:35])[C:16](=[O:18])/[CH:15]=[CH:14]/[C:11]1[CH:12]=[N:13][C:7]2[NH:6][C:5](=[O:19])[CH2:4][N:3]([CH3:2])[CH2:9][C:8]=2[CH:10]=1. (6) The product is: [ClH:23].[ClH:23].[ClH:23].[NH2:8][CH2:9][C@H:10]([N:15]1[CH2:16][CH2:17][N:18]([CH2:21][C:22]2[CH:44]=[CH:43][C:42]([F:45])=[CH:41][CH:40]=2)[CH2:19][CH2:20]1)[C:11]([O:13][CH3:14])=[O:12]. Given the reactants C(OC([NH:8][CH2:9][C@H:10]([N:15]1[CH2:20][CH2:19][N:18]([CH2:21][CH3:22])[CH2:17][CH2:16]1)[C:11]([O:13][CH3:14])=[O:12])=O)(C)(C)C.[ClH:23].Cl.Cl.NC[C@H](N1CCN(CC2[CH:44]=[CH:43][C:42]([F:45])=[CH:41][CH:40]=2)CC1)C(O)=O, predict the reaction product. (7) Given the reactants [CH:1]1([N:7]([CH:18]2[CH2:23][CH2:22][CH2:21][CH2:20][CH2:19]2)[C:8]([NH:10][C:11]2[S:12][C:13]([CH:16]=O)=[CH:14][N:15]=2)=[O:9])[CH2:6][CH2:5][CH2:4][CH2:3][CH2:2]1.[N:24]1([C:30](=[O:33])[CH2:31][CH3:32])[CH2:29][CH2:28][NH:27][CH2:26][CH2:25]1.C(O[BH-](OC(=O)C)OC(=O)C)(=O)C.[Na+], predict the reaction product. The product is: [CH:18]1([N:7]([CH:1]2[CH2:6][CH2:5][CH2:4][CH2:3][CH2:2]2)[C:8]([NH:10][C:11]2[S:12][C:13]([CH2:16][N:27]3[CH2:28][CH2:29][N:24]([C:30](=[O:33])[CH2:31][CH3:32])[CH2:25][CH2:26]3)=[CH:14][N:15]=2)=[O:9])[CH2:19][CH2:20][CH2:21][CH2:22][CH2:23]1. (8) Given the reactants O=P(Cl)(Cl)Cl.[CH:6]1([N:12]([CH3:22])[C:13]([NH:15][CH:16]2[CH2:21][CH2:20][CH2:19][CH2:18][CH2:17]2)=O)[CH2:11][CH2:10][CH2:9][CH2:8][CH2:7]1.[CH2:23]([NH:27][CH3:28])[CH2:24][CH2:25][CH3:26].[OH-].[Na+], predict the reaction product. The product is: [CH2:23]([N:27]([CH3:28])[C:13]([N:12]([CH:6]1[CH2:11][CH2:10][CH2:9][CH2:8][CH2:7]1)[CH3:22])=[N:15][CH:16]1[CH2:21][CH2:20][CH2:19][CH2:18][CH2:17]1)[CH2:24][CH2:25][CH3:26].